Dataset: Catalyst prediction with 721,799 reactions and 888 catalyst types from USPTO. Task: Predict which catalyst facilitates the given reaction. (1) The catalyst class is: 11. Reactant: [CH:1]12[O:9][CH:5]([CH2:6][NH:7][CH2:8]1)[CH2:4][N:3]([C:10](=[O:12])[CH3:11])[CH2:2]2.Br[C:14]1[CH:19]=[CH:18][C:17]([O:20][CH3:21])=[C:16]([N+:22]([O-:24])=[O:23])[CH:15]=1.C(=O)([O-])[O-].[Cs+].[Cs+]. Product: [CH3:21][O:20][C:17]1[CH:18]=[CH:19][C:14]([N:7]2[CH2:8][CH:1]3[O:9][CH:5]([CH2:4][N:3]([C:10](=[O:12])[CH3:11])[CH2:2]3)[CH2:6]2)=[CH:15][C:16]=1[N+:22]([O-:24])=[O:23]. (2) Reactant: [CH3:1][N:2]1[C:12](=[O:13])[CH2:11][CH2:10][C:5]2(OCC[O:6]2)[CH2:4][CH2:3]1.C([O-])([O-])=O.[K+].[K+].C(Cl)(Cl)Cl.C(Cl)(Cl)Cl.CO. Product: [CH3:1][N:2]1[CH2:3][CH2:4][C:5](=[O:6])[CH2:10][CH2:11][C:12]1=[O:13]. The catalyst class is: 106. (3) Reactant: [Br:1][C:2]1[CH:9]=[CH:8][C:5]([CH:6]=[O:7])=[C:4]([F:10])[CH:3]=1.[CH2:11](O)[CH2:12][OH:13].C(OCC)(OCC)OCC.C1(C)C=CC(S(O)(=O)=O)=CC=1. Product: [Br:1][C:2]1[CH:9]=[CH:8][C:5]([CH:6]2[O:13][CH2:12][CH2:11][O:7]2)=[C:4]([F:10])[CH:3]=1. The catalyst class is: 26. (4) Product: [CH:1]1([CH2:4][O:5][C:6]2[CH:7]=[C:8]3[C:13](=[CH:14][CH:15]=2)[C:12]([C@@H:16]2[CH2:21][O:20][C@@H:19]([CH2:22][CH2:23][CH2:24][NH:25][C:27](=[O:28])[O:29][C:30]4[CH:35]=[CH:34][C:33]([Cl:36])=[CH:32][CH:31]=4)[O:18][CH2:17]2)=[CH:11][CH:10]=[CH:9]3)[CH2:2][CH2:3]1. Reactant: [CH:1]1([CH2:4][O:5][C:6]2[CH:7]=[C:8]3[C:13](=[CH:14][CH:15]=2)[C:12]([C@@H:16]2[CH2:21][O:20][C@@H:19]([CH2:22][CH2:23][CH2:24][NH2:25])[O:18][CH2:17]2)=[CH:11][CH:10]=[CH:9]3)[CH2:3][CH2:2]1.Cl[C:27]([O:29][C:30]1[CH:35]=[CH:34][C:33]([Cl:36])=[CH:32][CH:31]=1)=[O:28].C(N(CC)C(C)C)(C)C. The catalyst class is: 4. (5) Reactant: [CH:1]1([C:4]2[N:5]=[CH:6][N:7]([C:9]3[CH:14]=[CH:13][N:12]=[C:11]([C:15]([NH:17][C:18]4[CH:19]=[C:20]([C:23](OC)=[O:24])[S:21][CH:22]=4)=[O:16])[CH:10]=3)[CH:8]=2)[CH2:3][CH2:2]1.O.[NH2:28][NH2:29]. Product: [CH:1]1([C:4]2[N:5]=[CH:6][N:7]([C:9]3[CH:14]=[CH:13][N:12]=[C:11]([C:15]([NH:17][C:18]4[CH:19]=[C:20]([C:23]([NH:28][NH2:29])=[O:24])[S:21][CH:22]=4)=[O:16])[CH:10]=3)[CH:8]=2)[CH2:3][CH2:2]1. The catalyst class is: 8. (6) Reactant: C(O)[CH2:2][OH:3].[C:5]1(C)[CH:10]=[CH:9][C:8]([S:11](O)(=O)=O)=[CH:7][CH:6]=1.S([O-])([O-])(=O)=O.[Mg+2]. Product: [SH:11][C:8]1([CH:2]=[O:3])[CH2:7][CH2:6][CH2:5][CH2:10][CH2:9]1. The catalyst class is: 48. (7) Reactant: C(=O)([O-])[O-].[Cs+].[Cs+].FC(F)(F)S(O[C:13]1[CH:28]=[CH:27][C:16]2[N:17]([CH2:22][C:23]([CH3:26])([CH3:25])[CH3:24])[C:18](=[O:21])[N:19]([CH3:20])[C:15]=2[C:14]=1[F:29])(=O)=O.[C:32]1(B(O)O)[CH:37]=[CH:36][CH:35]=[CH:34][CH:33]=1. Product: [CH3:24][C:23]([CH3:26])([CH3:25])[CH2:22][N:17]1[C:16]2[CH:27]=[CH:28][C:13]([C:32]3[CH:37]=[CH:36][CH:35]=[CH:34][CH:33]=3)=[C:14]([F:29])[C:15]=2[N:19]([CH3:20])[C:18]1=[O:21]. The catalyst class is: 1. (8) Reactant: [Cl:1][C:2]1[CH:11]=[CH:10][C:9]2[C:8]3[C:12]4[N:19](C(OC(C)(C)C)=O)[CH2:18][C@@H:17]([CH3:27])[N:16](C(OC(C)(C)C)=O)[C:15](=[O:35])[C:13]=4[S:14][C:7]=3[CH:6]=[CH:5][C:4]=2[N:3]=1. Product: [Cl:1][C:2]1[CH:11]=[CH:10][C:9]2[C:8]3[C:12]4[NH:19][CH2:18][C@@H:17]([CH3:27])[NH:16][C:15](=[O:35])[C:13]=4[S:14][C:7]=3[CH:6]=[CH:5][C:4]=2[N:3]=1. The catalyst class is: 281. (9) Reactant: [NH2:1][C:2]1[CH:7]=[C:6]([OH:8])[CH:5]=[CH:4][C:3]=1[S:9][C:10]1[CH:15]=[CH:14][C:13]([NH:16][C:17](=[O:19])[CH3:18])=[CH:12][CH:11]=1.[CH3:20][C:21]([CH2:23]Br)=[CH2:22].C(=O)([O-])[O-].[K+].[K+]. Product: [NH2:1][C:2]1[CH:7]=[C:6]([O:8][CH2:22][C:21]([CH3:23])=[CH2:20])[CH:5]=[CH:4][C:3]=1[S:9][C:10]1[CH:15]=[CH:14][C:13]([NH:16][C:17](=[O:19])[CH3:18])=[CH:12][CH:11]=1. The catalyst class is: 3.